Dataset: Forward reaction prediction with 1.9M reactions from USPTO patents (1976-2016). Task: Predict the product of the given reaction. (1) Given the reactants [C:1]([C:4]1[N:9]=[N:8][C:7](SC)=[N:6][C:5]=1[NH:12][C:13]1[CH:18]=[CH:17][C:16]([CH:19]2[CH2:24][CH2:23][N:22](C(OC(C)(C)C)=O)[CH2:21][CH2:20]2)=[CH:15][CH:14]=1)(=[O:3])[NH2:2].C1C=C(Cl)C=C(C(OO)=O)C=1.CCN(C(C)C)C(C)C.Cl.[CH3:53][O:54][C:55]1[CH:69]=[CH:68][C:58]([C:59]([NH:61][C@@H:62]2[CH2:67][CH2:66][CH2:65][NH:64][CH2:63]2)=[O:60])=[CH:57][CH:56]=1, predict the reaction product. The product is: [CH3:53][O:54][C:55]1[CH:56]=[CH:57][C:58]([C:59]([NH:61][C@@H:62]2[CH2:67][CH2:66][CH2:65][N:64]([C:7]3[N:8]=[N:9][C:4]([C:1]([NH2:2])=[O:3])=[C:5]([NH:12][C:13]4[CH:18]=[CH:17][C:16]([CH:19]5[CH2:24][CH2:23][NH:22][CH2:21][CH2:20]5)=[CH:15][CH:14]=4)[N:6]=3)[CH2:63]2)=[O:60])=[CH:68][CH:69]=1. (2) Given the reactants Cl.[NH2:2][CH:3]([CH2:8][CH3:9])[C:4]([O:6][CH3:7])=[O:5].C(N(CC)CC)C.[Cl:17][C:18]1[CH:23]=[CH:22][C:21]([S:24](Cl)(=[O:26])=[O:25])=[CH:20][CH:19]=1, predict the reaction product. The product is: [Cl:17][C:18]1[CH:23]=[CH:22][C:21]([S:24]([NH:2][CH:3]([CH2:8][CH3:9])[C:4]([O:6][CH3:7])=[O:5])(=[O:26])=[O:25])=[CH:20][CH:19]=1. (3) Given the reactants Br.Br[CH2:3][C:4]([C:6]1[CH:11]=[CH:10][N:9]=[CH:8][CH:7]=1)=O.[Cl:12][C:13]1[CH:14]=[C:15]([NH:19][C:20]([NH2:22])=[S:21])[CH:16]=[CH:17][CH:18]=1.N, predict the reaction product. The product is: [Cl:12][C:13]1[CH:14]=[C:15]([NH:19][C:20]2[S:21][CH:3]=[C:4]([C:6]3[CH:11]=[CH:10][N:9]=[CH:8][CH:7]=3)[N:22]=2)[CH:16]=[CH:17][CH:18]=1. (4) Given the reactants [BH4-].[Li+].[C:3]([O:7][C:8]([N:10]([C:24]1[CH:29]=[C:28]([N:30]([C:32]([O:34][C:35]([CH3:38])([CH3:37])[CH3:36])=[O:33])[CH3:31])[N:27]=[CH:26][N:25]=1)[C:11]1[CH:20]=[CH:19][C:14]([C:15](OC)=[O:16])=[CH:13][C:12]=1[N+:21]([O-:23])=[O:22])=[O:9])([CH3:6])([CH3:5])[CH3:4], predict the reaction product. The product is: [C:3]([O:7][C:8]([N:10]([C:11]1[CH:20]=[CH:19][C:14]([CH2:15][OH:16])=[CH:13][C:12]=1[N+:21]([O-:23])=[O:22])[C:24]1[N:25]=[CH:26][N:27]=[C:28]([N:30]([CH3:31])[C:32](=[O:33])[O:34][C:35]([CH3:37])([CH3:38])[CH3:36])[CH:29]=1)=[O:9])([CH3:4])([CH3:5])[CH3:6]. (5) Given the reactants [OH-].[Na+].C([O:5][C:6]([CH:8]1[CH2:13][CH2:12][N:11]([CH2:14][C:15]2[CH:20]=[CH:19][C:18]([C:21](=[O:48])[N:22]([CH2:24][CH2:25][N:26]3[CH2:31][CH2:30][CH:29]([O:32][C:33](=[O:47])[NH:34][C:35]4[CH:40]=[CH:39][CH:38]=[CH:37][C:36]=4[C:41]4[CH:46]=[CH:45][CH:44]=[CH:43][CH:42]=4)[CH2:28][CH2:27]3)[CH3:23])=[CH:17][CH:16]=2)[CH2:10][CH2:9]1)=[O:7])C, predict the reaction product. The product is: [C:36]1([C:41]2[CH:46]=[CH:45][CH:44]=[CH:43][CH:42]=2)[CH:37]=[CH:38][CH:39]=[CH:40][C:35]=1[NH:34][C:33]([O:32][CH:29]1[CH2:30][CH2:31][N:26]([CH2:25][CH2:24][N:22]([CH3:23])[C:21]([C:18]2[CH:19]=[CH:20][C:15]([CH2:14][N:11]3[CH2:10][CH2:9][CH:8]([C:6]([OH:7])=[O:5])[CH2:13][CH2:12]3)=[CH:16][CH:17]=2)=[O:48])[CH2:27][CH2:28]1)=[O:47]. (6) Given the reactants [BH4-].[Na+].O.C(=O)(O)[O-].[Na+].[F:9][C:10]1[CH:11]=[C:12]2[C:17](=[CH:18][CH:19]=1)[C:16]([C:20]1[CH:25]=[CH:24][C:23]([C:26]([F:29])([F:28])[F:27])=[CH:22][CH:21]=1)=[N:15][CH2:14][CH2:13]2, predict the reaction product. The product is: [F:9][C:10]1[CH:11]=[C:12]2[C:17](=[CH:18][CH:19]=1)[CH:16]([C:20]1[CH:25]=[CH:24][C:23]([C:26]([F:28])([F:27])[F:29])=[CH:22][CH:21]=1)[NH:15][CH2:14][CH2:13]2. (7) Given the reactants [N:1]1(C(OC(C)(C)C)=O)[CH2:22][CH2:21][CH2:20][C@H:2]1[C:3]([N:5]1[CH2:19][CH2:18][CH2:17][C@H:6]1[C:7]([O:9]N1C(=O)CCC1=O)=O)=[O:4].[NH2:30][C@H:31]([C:36]([OH:38])=[O:37])[C@H:32]([CH2:34][CH3:35])[CH3:33].[CH3:39][N:40]1[C@@H:57]2[CH2:58][C:45]3[CH:46]=[CH:47][C:48]([O:59][CH3:60])=[C:49]4[O:50][C@H:51]5[C:52]([CH2:54][CH2:55][C@@H:56]2[C@:43]5([C:44]=34)[CH2:42][CH2:41]1)=[O:53], predict the reaction product. The product is: [NH:1]1[CH2:22][CH2:21][CH2:20][C@H:2]1[C:3]([N:5]1[CH2:19][CH2:18][CH2:17][C@H:6]1[C:7]([NH:30][C@H:31]([C:36]([OH:38])=[O:37])[C@H:32]([CH2:34][CH3:35])[CH3:33])=[O:9])=[O:4].[CH3:39][N:40]1[C@@H:57]2[CH2:58][C:45]3[CH:46]=[CH:47][C:48]([O:59][CH3:60])=[C:49]4[O:50][C@H:51]5[C:52]([CH2:54][CH2:55][C@@H:56]2[C@:43]5([C:44]=34)[CH2:42][CH2:41]1)=[O:53]. (8) Given the reactants [CH3:1][C:2]1[CH:7]=[CH:6][N+:5]([O-])=[C:4]([NH:9][C:10](=[O:15])[C:11]([CH3:14])([CH3:13])[CH3:12])[CH:3]=1.CCN(CC)CC.O=P(Cl)(Cl)[Cl:25], predict the reaction product. The product is: [Cl:25][C:6]1[N:5]=[C:4]([NH:9][C:10](=[O:15])[C:11]([CH3:14])([CH3:13])[CH3:12])[CH:3]=[C:2]([CH3:1])[CH:7]=1.